This data is from NCI-60 drug combinations with 297,098 pairs across 59 cell lines. The task is: Regression. Given two drug SMILES strings and cell line genomic features, predict the synergy score measuring deviation from expected non-interaction effect. (1) Drug 1: C1CC(=O)NC(=O)C1N2CC3=C(C2=O)C=CC=C3N. Drug 2: CCC1(CC2CC(C3=C(CCN(C2)C1)C4=CC=CC=C4N3)(C5=C(C=C6C(=C5)C78CCN9C7C(C=CC9)(C(C(C8N6C=O)(C(=O)OC)O)OC(=O)C)CC)OC)C(=O)OC)O.OS(=O)(=O)O. Cell line: PC-3. Synergy scores: CSS=16.8, Synergy_ZIP=-4.30, Synergy_Bliss=0.856, Synergy_Loewe=1.29, Synergy_HSA=1.30. (2) Drug 1: CC1=C2C(C(=O)C3(C(CC4C(C3C(C(C2(C)C)(CC1OC(=O)C(C(C5=CC=CC=C5)NC(=O)OC(C)(C)C)O)O)OC(=O)C6=CC=CC=C6)(CO4)OC(=O)C)O)C)O. Drug 2: CC1CCC2CC(C(=CC=CC=CC(CC(C(=O)C(C(C(=CC(C(=O)CC(OC(=O)C3CCCCN3C(=O)C(=O)C1(O2)O)C(C)CC4CCC(C(C4)OC)OCCO)C)C)O)OC)C)C)C)OC. Cell line: UACC-257. Synergy scores: CSS=4.56, Synergy_ZIP=-0.558, Synergy_Bliss=0.461, Synergy_Loewe=2.68, Synergy_HSA=1.16. (3) Drug 1: C1=C(C(=O)NC(=O)N1)F. Drug 2: C1C(C(OC1N2C=C(C(=O)NC2=O)F)CO)O. Cell line: NCI/ADR-RES. Synergy scores: CSS=29.6, Synergy_ZIP=-16.1, Synergy_Bliss=-14.6, Synergy_Loewe=-7.30, Synergy_HSA=-5.97. (4) Cell line: HCC-2998. Drug 2: C(CCl)NC(=O)N(CCCl)N=O. Synergy scores: CSS=4.09, Synergy_ZIP=2.23, Synergy_Bliss=0.685, Synergy_Loewe=-24.3, Synergy_HSA=-5.43. Drug 1: C1=NC2=C(N=C(N=C2N1C3C(C(C(O3)CO)O)O)F)N. (5) Drug 1: COC1=C(C=C2C(=C1)N=CN=C2NC3=CC(=C(C=C3)F)Cl)OCCCN4CCOCC4. Drug 2: CC1C(C(CC(O1)OC2CC(CC3=C2C(=C4C(=C3O)C(=O)C5=C(C4=O)C(=CC=C5)OC)O)(C(=O)CO)O)N)O.Cl. Cell line: HT29. Synergy scores: CSS=36.3, Synergy_ZIP=0.451, Synergy_Bliss=-0.305, Synergy_Loewe=-14.3, Synergy_HSA=0.335.